Binary Classification. Given a miRNA mature sequence and a target amino acid sequence, predict their likelihood of interaction. From a dataset of Experimentally validated miRNA-target interactions with 360,000+ pairs, plus equal number of negative samples. (1) The miRNA is hsa-miR-548aq-5p with sequence GAAAGUAAUUGCUGUUUUUGCC. The protein sequence of the target gene is MDSYFKAAVSDLDKLLDDFEQNPDEQDYLQDVQNAYDSNHCSVSSELASSQRTSLLPKDQECVNSCASSETSYGTNESSLNEKTLKGLTSIQNEKNVTGLDLLSSVDGGTSDEIQPLYMGRCSKPICDLISDMGNLVHATNSEEDIKKLLPDDFKSNADSLIGLDLSSVSDTPCVSSTDHDSDTVREQQNDISSELQNREIGGIKELGIKVDTTLSDSYNYSGTENLKDKKIFNQLESIVDFNMSSALTRQSSKMFHAKDKLQHKSQPCGLLKDVGLVKEEVDVAVITAAECLKEEGKTS.... Result: 0 (no interaction). (2) The miRNA is hsa-miR-1914-3p with sequence GGAGGGGUCCCGCACUGGGAGG. The protein sequence of the target gene is MSRIESLTRARIDRSRELASKTREKEKMKEAKDARYTNGHLFTTISVSGMTMCYACNKSITAKEALICPTCNVTIHNRCKDTLANCTKVKQKQQKAALLKNNTALQSVSLRSKTTIRERPSSAIYPSDSFRQSLLGSRRGRSSLSLAKSVSTTNIAGHFNDESPLGLRRILSQSTDSLNMRNRTLSVESLIDEAEVIYSELMSDFEMDEKDFAADSWSLAVDSSFLQQHKKEVMKQQDVIYELIQTELHHVRTLKIMTRLFRTGMLEELHLEPGVVQGLFPCVDELSDIHTRFLSQLLER.... Result: 1 (interaction). (3) The miRNA is hsa-miR-191-5p with sequence CAACGGAAUCCCAAAAGCAGCUG. The protein sequence of the target gene is MRWRTILLQYCFLLITCLLTALEAVPIDIDKTKVQNIHPVESAKIEPPDTGLYYDEYLKQVIDVLETDKHFREKLQKADIEEIKSGRLSKELDLVSHHVRTKLDELKRQEVGRLRMLIKAKLDSLQDIGMDHQALLKQFDHLNHLNPDKFESTDLDMLIKAATSDLEHYDKTRHEEFKKYEMMKEHERREYLKTLNEEKRKEEESKFEEMKKKHENHPKVNHPGSKDQLKEVWEETDGLDPNDFDPKTFFKLHDVNSDGFLDEQELEALFTKELEKVYDPKNEEDDMVEMEEERLRMREH.... Result: 0 (no interaction). (4) The miRNA is hsa-miR-889-3p with sequence UUAAUAUCGGACAACCAUUGU. The protein sequence of the target gene is MNSDQDVALKLAQERAEIVAKYDRGREGAEIEPWEDADYLVYKVTDRFGFLHEEELPDHNVAVERQKHLEIERTTKWLKMLKGWEKYKNTEKFHRRIYKGIPLQLRGEVWALLLEIPKMKEETRDLYSKLKHRARGCSPDIRQIDLDVNRTFRDHIMFRDRYGVKQQSLFHVLAAYSIYNTEVGYCQGMSQITALLLMYMNEEDAFWALVKLFSGPKHAMHGFFVQGFPKLLRFQEHHEKILNKFLSKLKQHLDSQEIYTSFYTMKWFFQCFLDRTPFTLNLRIWDIYIFEGERVLTAMS.... Result: 1 (interaction).